This data is from Aqueous solubility values for 9,982 compounds from the AqSolDB database. The task is: Regression/Classification. Given a drug SMILES string, predict its absorption, distribution, metabolism, or excretion properties. Task type varies by dataset: regression for continuous measurements (e.g., permeability, clearance, half-life) or binary classification for categorical outcomes (e.g., BBB penetration, CYP inhibition). For this dataset (solubility_aqsoldb), we predict Y. (1) The drug is N#CCc1ccc(Cl)cc1F. The Y is -2.59 log mol/L. (2) The compound is CC(C)CC(=O)CC(C)C. The Y is -2.45 log mol/L. (3) The drug is O=C1NC(=O)C2(CCCCCCCCCCC2)C(=O)N1. The Y is -5.80 log mol/L. (4) The drug is CNC(=O)O/N=C/C(C)(C)S(C)=O. The Y is -0.867 log mol/L. (5) The Y is -4.59 log mol/L. The molecule is O=C([O-])c1ccccc1-c1c2cc(Br)c(=O)cc-2oc2c(C3=CC=C[Hg]3)c([O-])c(Br)cc12.[Na+].[Na+]. (6) The molecule is CCC(O)CCC(C)C. The Y is -1.93 log mol/L. (7) The drug is CCC1(c2ccccc2)NC(=O)NC1=O. The Y is -2.64 log mol/L.